Dataset: Forward reaction prediction with 1.9M reactions from USPTO patents (1976-2016). Task: Predict the product of the given reaction. (1) Given the reactants [C:1]1([CH2:7][C:8](Cl)=[O:9])[CH:6]=[CH:5][CH:4]=[CH:3][CH:2]=1.[NH2:11][C:12]1[C:21]2[N:22]=[C:23]([CH2:30][CH2:31][CH2:32][CH3:33])[N:24]([CH2:25][CH2:26][CH2:27][CH2:28][NH2:29])[C:20]=2[C:19]2[N:18]=[CH:17][CH:16]=[CH:15][C:14]=2[N:13]=1.CO.CCCCCC, predict the reaction product. The product is: [NH2:11][C:12]1[C:21]2[N:22]=[C:23]([CH2:30][CH2:31][CH2:32][CH3:33])[N:24]([CH2:25][CH2:26][CH2:27][CH2:28][NH:29][C:8](=[O:9])[CH2:7][C:1]3[CH:6]=[CH:5][CH:4]=[CH:3][CH:2]=3)[C:20]=2[C:19]2[N:18]=[CH:17][CH:16]=[CH:15][C:14]=2[N:13]=1. (2) Given the reactants C(OC([C@@H:8]([NH:12][C:13]([O:15][CH2:16][CH2:17][CH2:18][CH2:19][C:20]([N:22]1[CH2:31][CH2:30][C:29]2[C:24](=[C:25]([O:32][C@H:33]3[CH2:37][N:36]([C:38]([O:40]C(C)(C)C)=O)[C@H:35]([C:45]([O:47][CH3:48])=[O:46])[CH2:34]3)[CH:26]=[CH:27][CH:28]=2)[CH2:23]1)=[O:21])=[O:14])[CH:9]([CH3:11])[CH3:10])=O)(C)(C)C.C(Cl)CCl.C1C=CC2N(O)N=NC=2C=1, predict the reaction product. The product is: [CH:9]([C@@H:8]1[NH:12][C:13](=[O:14])[O:15][CH2:16][CH2:17][CH2:18][CH2:19][C:20](=[O:21])[N:22]2[CH2:31][CH2:30][C:29]3[CH:28]=[CH:27][CH:26]=[C:25]([C:24]=3[CH2:23]2)[O:32][C@H:33]2[CH2:37][N:36]([C@H:35]([C:45]([O:47][CH3:48])=[O:46])[CH2:34]2)[C:38]1=[O:40])([CH3:11])[CH3:10]. (3) The product is: [F:45][C:5]1[CH:6]=[C:7]([CH:43]=[CH:44][C:4]=1[O:3][CH2:1][CH3:2])[CH2:8][C:9]1[C:10]([O:18][C@:19]2([O:37][C@H:36]([CH2:38][OH:39])[C@@H:31]([OH:32])[C@H:26]([OH:27])[C@H:21]2[OH:22])[OH:20])=[N:11][N:12]([CH:15]([CH3:17])[CH3:16])[C:13]=1[CH3:14]. Given the reactants [CH2:1]([O:3][C:4]1[CH:44]=[CH:43][C:7]([CH2:8][C:9]2[C:10]([O:18][C@:19]3([O:37][C@H:36]([CH2:38][O:39]C(=O)C)[C@@H:31]([O:32]C(=O)C)[C@H:26]([O:27]C(=O)C)[C@H:21]3[O:22]C(=O)C)[OH:20])=[N:11][N:12]([CH:15]([CH3:17])[CH3:16])[C:13]=2[CH3:14])=[CH:6][C:5]=1[F:45])[CH3:2].[Li+].[OH-], predict the reaction product.